Dataset: Peptide-MHC class I binding affinity with 185,985 pairs from IEDB/IMGT. Task: Regression. Given a peptide amino acid sequence and an MHC pseudo amino acid sequence, predict their binding affinity value. This is MHC class I binding data. (1) The peptide sequence is LECFVRSSPAS. The MHC is H-2-Kb with pseudo-sequence H-2-Kb. The binding affinity (normalized) is 0. (2) The peptide sequence is WPISKMDIGV. The MHC is HLA-B51:01 with pseudo-sequence HLA-B51:01. The binding affinity (normalized) is 0.142. (3) The peptide sequence is EEPVPLLPLS. The MHC is HLA-B44:03 with pseudo-sequence HLA-B44:03. The binding affinity (normalized) is 0.192. (4) The peptide sequence is VVENPTIQK. The MHC is HLA-A03:01 with pseudo-sequence HLA-A03:01. The binding affinity (normalized) is 0.465. (5) The binding affinity (normalized) is 0. The MHC is HLA-A01:01 with pseudo-sequence HLA-A01:01. The peptide sequence is FYQKTGEKS. (6) The peptide sequence is GSFRKICGF. The MHC is HLA-A26:01 with pseudo-sequence HLA-A26:01. The binding affinity (normalized) is 0.0847. (7) The peptide sequence is VTECKLIYY. The MHC is HLA-A11:01 with pseudo-sequence HLA-A11:01. The binding affinity (normalized) is 0.340.